Dataset: Reaction yield outcomes from USPTO patents with 853,638 reactions. Task: Predict the reaction yield, written as a fraction of the theoretical maximum amount of product (1.0 means a 100% yield; for example, 0.34 means a 34% yield). (1) The reactants are [CH3:1][O:2][C:3]1[C:8]2[N:9]=[C:10]([NH2:12])[S:11][C:7]=2[C:6]([N:13]2[CH2:18][CH2:17][O:16][CH2:15][CH2:14]2)=[CH:5][CH:4]=1.C(N(C(C)C)C(C)C)C.[Cl:28][C:29]1[CH:30]=[C:31]([CH:35]=[C:36]([CH3:38])[N:37]=1)[C:32](Cl)=[O:33].CO. The catalyst is C1COCC1.ClCCl. The product is [Cl:28][C:29]1[CH:30]=[C:31]([CH:35]=[C:36]([CH3:38])[N:37]=1)[C:32]([NH:12][C:10]1[S:11][C:7]2[C:6]([N:13]3[CH2:18][CH2:17][O:16][CH2:15][CH2:14]3)=[CH:5][CH:4]=[C:3]([O:2][CH3:1])[C:8]=2[N:9]=1)=[O:33]. The yield is 0.760. (2) The yield is 0.290. The reactants are [CH2:1]([C@H:3]([NH:18][C:19]([C@@H:21]1[CH2:25][C@H:24]([F:26])[CH2:23][N:22]1C(OC(C)(C)C)=O)=[O:20])/[CH:4]=[CH:5]/[C:6](=[O:17])[NH:7][C:8]1[S:9][C:10]([C:13]([F:16])([F:15])[F:14])=[N:11][N:12]=1)[CH3:2].[C:34]([OH:40])([C:36]([F:39])([F:38])[F:37])=[O:35]. The catalyst is C(Cl)Cl. The product is [F:37][C:36]([F:39])([F:38])[C:34]([OH:40])=[O:35].[CH2:1]([C@H:3]([NH:18][C:19](=[O:20])[C@@H:21]1[CH2:25][C@H:24]([F:26])[CH2:23][NH:22]1)/[CH:4]=[CH:5]/[C:6](=[O:17])[NH:7][C:8]1[S:9][C:10]([C:13]([F:16])([F:14])[F:15])=[N:11][N:12]=1)[CH3:2].